From a dataset of Reaction yield outcomes from USPTO patents with 853,638 reactions. Predict the reaction yield, written as a fraction of the theoretical maximum amount of product (1.0 means a 100% yield; for example, 0.34 means a 34% yield). The product is [F:22][C:23]1[CH:31]=[CH:30][C:26]([C:27]([NH:19][C:14]2[C:15]([CH3:18])=[C:16]([CH3:17])[C:4]3[O:3][C:2]([CH3:21])([CH3:1])[CH:6]([C:7]4[CH:8]=[CH:9][CH:10]=[CH:11][CH:12]=4)[C:5]=3[C:13]=2[CH3:20])=[O:28])=[CH:25][CH:24]=1. The reactants are [CH3:1][C:2]1([CH3:21])[CH:6]([C:7]2[CH:12]=[CH:11][CH:10]=[CH:9][CH:8]=2)[C:5]2[C:13]([CH3:20])=[C:14]([NH2:19])[C:15]([CH3:18])=[C:16]([CH3:17])[C:4]=2[O:3]1.[F:22][C:23]1[CH:31]=[CH:30][C:26]([C:27](Cl)=[O:28])=[CH:25][CH:24]=1. The yield is 0.920. The catalyst is C(OCC)(=O)C.